From a dataset of Forward reaction prediction with 1.9M reactions from USPTO patents (1976-2016). Predict the product of the given reaction. (1) Given the reactants [NH2:1][CH2:2][CH2:3][CH2:4][N:5]1[CH2:10][CH2:9][N:8]([CH2:11][CH2:12][CH2:13][NH:14][C:15]2[NH:19][C:18]3[CH:20]=[CH:21][CH:22]=[CH:23][C:17]=3[N:16]=2)[CH2:7][CH2:6]1.C(=O)([O-])[O-].[K+].[K+].Br[CH2:31][CH2:32][CH2:33][CH2:34]Br, predict the reaction product. The product is: [NH:19]1[C:18]2[CH:20]=[CH:21][CH:22]=[CH:23][C:17]=2[N:16]=[C:15]1[NH:14][CH2:13][CH2:12][CH2:11][N:8]1[CH2:9][CH2:10][N:5]([CH2:4][CH2:3][CH2:2][N:1]2[CH2:34][CH2:33][CH2:32][CH2:31]2)[CH2:6][CH2:7]1. (2) The product is: [CH3:9][O:8][C:6](=[O:7])[C:5]1[CH:4]=[CH:3][C:2]([O:1][CH2:39][CH:38]([CH2:36][CH3:37])[CH2:41][CH2:42][CH2:43][CH3:44])=[CH:11][CH:10]=1. Given the reactants [OH:1][C:2]1[CH:11]=[CH:10][C:5]([C:6]([O:8][CH3:9])=[O:7])=[CH:4][CH:3]=1.C1OCCOCCOCCOCCOCCOC1.C(=O)([O-])[O-].[K+].[K+].[CH2:36]([CH:38]([CH2:41][CH2:42][CH2:43][CH3:44])[CH2:39]Br)[CH3:37], predict the reaction product. (3) Given the reactants FC(F)(F)C(O)=O.[Br:8][C:9]1[N:13]([CH:14]2[CH2:19][CH2:18][NH:17][CH2:16][CH2:15]2)[N:12]=[CH:11][CH:10]=1.O=[C:21]1[CH2:27][CH2:26][CH2:25][N:24]([C:28]([O:30][CH2:31][CH3:32])=[O:29])[CH2:23][CH2:22]1.C(O[BH-](OC(=O)C)OC(=O)C)(=O)C.[Na+].C(O)(=O)C, predict the reaction product. The product is: [Br:8][C:9]1[N:13]([CH:14]2[CH2:19][CH2:18][N:17]([CH:21]3[CH2:27][CH2:26][CH2:25][N:24]([C:28]([O:30][CH2:31][CH3:32])=[O:29])[CH2:23][CH2:22]3)[CH2:16][CH2:15]2)[N:12]=[CH:11][CH:10]=1. (4) Given the reactants [CH2:1]([OH:8])[C:2]1[CH:7]=[CH:6][CH:5]=[CH:4][CH:3]=1.[H-].[Na+].Cl[C:12]1[C:17]([C:18]([N:20]([CH3:27])[C:21]2[CH:26]=[CH:25][CH:24]=[CH:23][CH:22]=2)=[O:19])=[CH:16][N:15]=[C:14]2[N:28]([C:32]3[CH:37]=[CH:36][CH:35]=[CH:34][N:33]=3)[N:29]=[C:30]([CH3:31])[C:13]=12, predict the reaction product. The product is: [CH2:1]([O:8][C:12]1[C:17]([C:18]([N:20]([CH3:27])[C:21]2[CH:22]=[CH:23][CH:24]=[CH:25][CH:26]=2)=[O:19])=[CH:16][N:15]=[C:14]2[N:28]([C:32]3[CH:37]=[CH:36][CH:35]=[CH:34][N:33]=3)[N:29]=[C:30]([CH3:31])[C:13]=12)[C:2]1[CH:7]=[CH:6][CH:5]=[CH:4][CH:3]=1. (5) Given the reactants [O:1]1[C:5]([C:6]2[C:14]3[C:9](=[CH:10][CH:11]=[C:12]([C:15]#[N:16])[CH:13]=3)[NH:8][N:7]=2)=[CH:4][C:3]2[CH:17]=[CH:18][CH:19]=[CH:20][C:2]1=2.C([Sn]([N:34]=[N+:35]=[N-:36])(CCCC)CCCC)CCC.O1CCOCC1.Cl, predict the reaction product. The product is: [N:16]1[NH:34][N:35]=[N:36][C:15]=1[C:12]1[CH:13]=[C:14]2[C:9](=[CH:10][CH:11]=1)[NH:8][N:7]=[C:6]2[C:5]1[O:1][C:2]2[CH:20]=[CH:19][CH:18]=[CH:17][C:3]=2[CH:4]=1. (6) The product is: [Cl:1][C:2]1[CH:10]=[CH:9][CH:8]=[C:7]([F:11])[C:3]=1[C:4]([NH:18][CH2:17][CH:16]([C:19]1[CH:20]=[N:21][C:22]([C:25]([F:28])([F:26])[F:27])=[CH:23][CH:24]=1)[CH2:15][CH:12]1[CH2:13][CH2:14]1)=[O:6]. Given the reactants [Cl:1][C:2]1[CH:10]=[CH:9][CH:8]=[C:7]([F:11])[C:3]=1[C:4]([OH:6])=O.[CH:12]1([CH2:15][CH:16]([C:19]2[CH:20]=[N:21][C:22]([C:25]([F:28])([F:27])[F:26])=[CH:23][CH:24]=2)[CH2:17][NH2:18])[CH2:14][CH2:13]1, predict the reaction product. (7) Given the reactants [F:1][C:2]1[CH:9]=[CH:8][C:7]([C:10]2[S:11][CH:12]=[CH:13][N:14]=2)=[CH:6][C:3]=1[C:4]#[N:5].[Br:15]N1C(=O)CCC1=O.[OH-].[Na+], predict the reaction product. The product is: [Br:15][C:12]1[S:11][C:10]([C:7]2[CH:8]=[CH:9][C:2]([F:1])=[C:3]([CH:6]=2)[C:4]#[N:5])=[N:14][CH:13]=1. (8) Given the reactants [Cl:1]N1C(=O)CCC1=O.[CH3:9][S:10][CH3:11].[CH3:12][C:13]1[NH:14][C:15]2[C:20]([CH:21]=1)=[CH:19][CH:18]=[CH:17][CH:16]=2.C(OCC)C, predict the reaction product. The product is: [Cl-:1].[CH3:12][C:13]1[NH:14][C:15]2[C:20]([C:21]=1[S+:10]([CH3:11])[CH3:9])=[CH:19][CH:18]=[CH:17][CH:16]=2.